Dataset: NCI-60 drug combinations with 297,098 pairs across 59 cell lines. Task: Regression. Given two drug SMILES strings and cell line genomic features, predict the synergy score measuring deviation from expected non-interaction effect. (1) Drug 1: C1=CN(C(=O)N=C1N)C2C(C(C(O2)CO)O)O.Cl. Drug 2: CCC1=C2CN3C(=CC4=C(C3=O)COC(=O)C4(CC)O)C2=NC5=C1C=C(C=C5)O. Cell line: RXF 393. Synergy scores: CSS=-0.922, Synergy_ZIP=-2.20, Synergy_Bliss=-4.36, Synergy_Loewe=-6.97, Synergy_HSA=-5.87. (2) Synergy scores: CSS=88.9, Synergy_ZIP=12.1, Synergy_Bliss=11.4, Synergy_Loewe=-13.8, Synergy_HSA=6.93. Drug 1: CCC(=C(C1=CC=CC=C1)C2=CC=C(C=C2)OCCN(C)C)C3=CC=CC=C3.C(C(=O)O)C(CC(=O)O)(C(=O)O)O. Cell line: LOX IMVI. Drug 2: CC1C(C(CC(O1)OC2CC(OC(C2O)C)OC3=CC4=CC5=C(C(=O)C(C(C5)C(C(=O)C(C(C)O)O)OC)OC6CC(C(C(O6)C)O)OC7CC(C(C(O7)C)O)OC8CC(C(C(O8)C)O)(C)O)C(=C4C(=C3C)O)O)O)O. (3) Drug 1: C1=NC2=C(N1)C(=S)N=CN2. Drug 2: CS(=O)(=O)OCCCCOS(=O)(=O)C. Cell line: KM12. Synergy scores: CSS=20.0, Synergy_ZIP=-5.72, Synergy_Bliss=0.400, Synergy_Loewe=-20.2, Synergy_HSA=-2.47. (4) Drug 1: C1=CC(=CC=C1CCC2=CNC3=C2C(=O)NC(=N3)N)C(=O)NC(CCC(=O)O)C(=O)O. Drug 2: C1CCC(CC1)NC(=O)N(CCCl)N=O. Cell line: SR. Synergy scores: CSS=65.9, Synergy_ZIP=-2.41, Synergy_Bliss=-3.38, Synergy_Loewe=-0.465, Synergy_HSA=2.09.